Dataset: Full USPTO retrosynthesis dataset with 1.9M reactions from patents (1976-2016). Task: Predict the reactants needed to synthesize the given product. (1) Given the product [C:29]([O:28][C:26]([N:23]1[CH2:24][CH2:25][CH:20]([C@@H:18]2[O:19][C:14]3[CH:13]=[N:12][C:11]([C:8]4[CH:9]=[CH:10][C:5]([S:2]([CH3:1])(=[O:4])=[O:3])=[CH:6][CH:7]=4)=[N:16][C:15]=3[CH2:17]2)[CH2:21][CH2:22]1)=[O:27])([CH3:32])([CH3:31])[CH3:30], predict the reactants needed to synthesize it. The reactants are: [CH3:1][S:2]([C:5]1[CH:10]=[CH:9][C:8]([C:11]2[N:12]=[CH:13][C:14]3[O:19][C@@H:18]([CH:20]4[CH2:25][CH2:24][NH:23][CH2:22][CH2:21]4)[CH2:17][C:15]=3[N:16]=2)=[CH:7][CH:6]=1)(=[O:4])=[O:3].[C:26](O[C:26]([O:28][C:29]([CH3:32])([CH3:31])[CH3:30])=[O:27])([O:28][C:29]([CH3:32])([CH3:31])[CH3:30])=[O:27]. (2) Given the product [CH3:1][C:2]1[C:10]2[C:9](=[O:11])[CH:8]=[C:7]([C:12]3[CH:13]=[CH:14][C:15]([N:18]4[CH2:23][CH2:22][NH:21][CH2:20][CH2:19]4)=[CH:16][CH:17]=3)[NH:6][C:5]=2[N:4]([C:31]2[CH:36]=[CH:35][CH:34]=[CH:33][CH:32]=2)[N:3]=1, predict the reactants needed to synthesize it. The reactants are: [CH3:1][C:2]1[C:10]2[C:9](=[O:11])[CH:8]=[C:7]([C:12]3[CH:17]=[CH:16][C:15]([N:18]4[CH2:23][CH2:22][N:21](C(OC(C)(C)C)=O)[CH2:20][CH2:19]4)=[CH:14][CH:13]=3)[NH:6][C:5]=2[N:4]([C:31]2[CH:36]=[CH:35][CH:34]=[CH:33][CH:32]=2)[N:3]=1. (3) Given the product [Br:47][C:32]1[CH:33]=[C:34]([CH2:37][C@H:38]([O:44][CH2:45][CH3:46])[C:39]([OH:41])=[O:40])[CH:35]=[CH:36][C:31]=1[O:30][CH2:29]/[CH:28]=[CH:27]/[C:26]#[C:25][C:22]1[CH:21]=[CH:20][C:19]([C:18]#[C:17]/[CH:16]=[CH:15]/[CH2:14][O:13][C:10]2[CH:11]=[CH:12][C:7]([CH2:6][C@H:5]([O:49][CH2:50][CH3:51])[C:4]([O:3][CH2:1][CH3:2])=[O:52])=[CH:8][C:9]=2[Br:48])=[CH:24][CH:23]=1, predict the reactants needed to synthesize it. The reactants are: [CH2:1]([O:3][C:4](=[O:52])[C@@H:5]([O:49][CH2:50][CH3:51])[CH2:6][C:7]1[CH:12]=[CH:11][C:10]([O:13][CH2:14]/[CH:15]=[CH:16]/[C:17]#[C:18][C:19]2[CH:24]=[CH:23][C:22]([C:25]#[C:26]/[CH:27]=[CH:28]/[CH2:29][O:30][C:31]3[CH:36]=[CH:35][C:34]([CH2:37][C@H:38]([O:44][CH2:45][CH3:46])[C:39]([O:41]CC)=[O:40])=[CH:33][C:32]=3[Br:47])=[CH:21][CH:20]=2)=[C:9]([Br:48])[CH:8]=1)[CH3:2].[OH-].[Na+]. (4) Given the product [Br:1][C:2]1[C:11]2[C:10]([CH3:13])([CH3:12])[CH2:9][CH:8]=[C:7]([CH:14]([CH3:16])[CH3:15])[C:6]=2[CH:5]=[C:4](/[C:17](/[CH3:30])=[C:18](/[F:29])\[CH:19]=[CH:20]\[C:21](\[CH3:28])=[CH:22]\[C:23]([OH:25])=[O:24])[C:3]=1[O:31][CH:32]([CH3:34])[CH3:33], predict the reactants needed to synthesize it. The reactants are: [Br:1][C:2]1[C:11]2[C:10]([CH3:13])([CH3:12])[CH2:9][CH:8]=[C:7]([CH:14]([CH3:16])[CH3:15])[C:6]=2[CH:5]=[C:4](/[C:17](/[CH3:30])=[C:18](/[F:29])\[CH:19]=[CH:20]\[C:21](\[CH3:28])=[CH:22]\[C:23]([O:25]CC)=[O:24])[C:3]=1[O:31][CH:32]([CH3:34])[CH3:33].[OH-].[Na+]. (5) Given the product [CH2:1]([O:2][C:3]([C:5]1[N:6]=[C:7]([CH2:10][N:11]([CH2:12][C:13]2[CH:18]=[CH:17][C:16]([O:19][CH2:20][C:21]3[CH:26]=[CH:25][CH:24]=[CH:23][CH:22]=3)=[CH:15][CH:14]=2)[C:38](=[O:39])[C:37]2[CH:41]=[CH:42][C:34]([F:33])=[CH:35][CH:36]=2)[S:8][CH:9]=1)=[O:4])[CH3:27], predict the reactants needed to synthesize it. The reactants are: [CH3:1][O:2][C:3]([C:5]1[N:6]=[C:7]([CH2:10][NH:11][CH2:12][C:13]2[CH:18]=[CH:17][C:16]([O:19][CH2:20][C:21]3[CH:26]=[CH:25][CH:24]=[CH:23][CH:22]=3)=[CH:15][CH:14]=2)[S:8][CH:9]=1)=[O:4].[C:27](=O)([O-])[O-].[K+].[K+].[F:33][C:34]1[CH:42]=[CH:41][C:37]([C:38](Cl)=[O:39])=[CH:36][CH:35]=1. (6) Given the product [CH3:1][O:2][C:3](=[O:17])[C@@H:4]1[CH2:8][CH:7]([O:9][S:26]([CH3:25])(=[O:28])=[O:27])[CH2:6][N:5]1[C:10]([O:12][C:13]([CH3:14])([CH3:16])[CH3:15])=[O:11], predict the reactants needed to synthesize it. The reactants are: [CH3:1][O:2][C:3](=[O:17])[C@@H:4]1[CH2:8][CH:7]([OH:9])[CH2:6][N:5]1[C:10]([O:12][C:13]([CH3:16])([CH3:15])[CH3:14])=[O:11].C(N(CC)CC)C.[CH3:25][S:26](Cl)(=[O:28])=[O:27].Cl. (7) Given the product [CH2:16]([O:15][CH2:14][N:10]1[C:3]2[C:2]([O:25][CH3:24])=[N:7][CH:6]=[N:5][C:4]=2[CH:8]=[CH:9]1)[C:17]1[CH:22]=[CH:21][CH:20]=[CH:19][CH:18]=1, predict the reactants needed to synthesize it. The reactants are: Cl[C:2]1[C:3]2[NH:10][CH:9]=[CH:8][C:4]=2[N:5]=[CH:6][N:7]=1.[H-].[Na+].Cl[CH2:14][O:15][CH2:16][C:17]1[CH:22]=[CH:21][CH:20]=[CH:19][CH:18]=1.C[CH2:24][O:25]C(C)=O. (8) Given the product [Br:21][CH2:1][C:2]1[CH:3]=[C:4]2[C:9](=[CH:10][CH:11]=1)[N:8]=[C:7]([C:12]#[N:13])[CH:6]=[CH:5]2, predict the reactants needed to synthesize it. The reactants are: [CH3:1][C:2]1[CH:3]=[C:4]2[C:9](=[CH:10][CH:11]=1)[N:8]=[C:7]([C:12]#[N:13])[CH:6]=[CH:5]2.C1C(=O)N([Br:21])C(=O)C1.